From a dataset of Full USPTO retrosynthesis dataset with 1.9M reactions from patents (1976-2016). Predict the reactants needed to synthesize the given product. (1) Given the product [C:20]([O:19][C:17]([N:13]1[CH2:14][CH2:15][CH2:16][CH:11]([CH2:9][OH:8])[CH2:12]1)=[O:18])([CH3:23])([CH3:22])[CH3:21], predict the reactants needed to synthesize it. The reactants are: [H-].[Al+3].[Li+].[H-].[H-].[H-].C[O:8][C:9]([CH:11]1[CH2:16][CH2:15][CH2:14][N:13]([C:17]([O:19][C:20]([CH3:23])([CH3:22])[CH3:21])=[O:18])[CH2:12]1)=O. (2) Given the product [F:1][C:2]1[CH:7]=[CH:6][C:5]([N:8]2[C:16]3[C:11](=[CH:12][C:13]([C:28]#[C:27][C:26]([N:30]([CH3:34])[CH2:31][CH2:32][OH:33])([CH3:29])[CH3:25])=[CH:14][CH:15]=3)[CH:10]=[CH:9]2)=[CH:4][CH:3]=1, predict the reactants needed to synthesize it. The reactants are: [F:1][C:2]1[CH:7]=[CH:6][C:5]([N:8]2[C:16]3[C:11](=[CH:12][C:13](OS(C(F)(F)F)(=O)=O)=[CH:14][CH:15]=3)[CH:10]=[CH:9]2)=[CH:4][CH:3]=1.[CH3:25][C:26]([N:30]([CH3:34])[CH2:31][CH2:32][OH:33])([CH3:29])[C:27]#[CH:28]. (3) Given the product [Cl:1][C:2]1[CH:3]=[C:4]([C:9]2[N:13]([C:14]3[CH:15]=[N:16][CH:17]=[CH:18][CH:19]=3)[N:12]=[C:11]([C:20]([N:25]3[CH2:26][CH2:27][S:23][CH2:24]3)=[O:22])[CH:10]=2)[CH:5]=[C:6]([F:8])[CH:7]=1, predict the reactants needed to synthesize it. The reactants are: [Cl:1][C:2]1[CH:3]=[C:4]([C:9]2[N:13]([C:14]3[CH:15]=[N:16][CH:17]=[CH:18][CH:19]=3)[N:12]=[C:11]([C:20]([OH:22])=O)[CH:10]=2)[CH:5]=[C:6]([F:8])[CH:7]=1.[S:23]1[CH2:27][CH2:26][NH:25][CH2:24]1. (4) Given the product [N:21]1([CH2:20][CH2:19][O:18][C:17]2[CH:27]=[CH:28][C:14]([O:13][C:9]3[C:8]([C:29]4[CH:34]=[CH:33][C:32]([S:35]([C:38]([F:39])([F:40])[F:41])(=[O:36])=[O:37])=[CH:31][CH:30]=4)=[CH:7][CH:6]=[C:5]4[C:10]=3[CH:11]=[CH:12][C:3]([OH:2])=[CH:4]4)=[CH:15][CH:16]=2)[CH2:26][CH2:25][CH2:24][CH2:23][CH2:22]1, predict the reactants needed to synthesize it. The reactants are: C[O:2][C:3]1[CH:4]=[C:5]2[C:10](=[CH:11][CH:12]=1)[C:9]([O:13][C:14]1[CH:28]=[CH:27][C:17]([O:18][CH2:19][CH2:20][N:21]3[CH2:26][CH2:25][CH2:24][CH2:23][CH2:22]3)=[CH:16][CH:15]=1)=[C:8]([C:29]1[CH:34]=[CH:33][C:32]([S:35]([C:38]([F:41])([F:40])[F:39])(=[O:37])=[O:36])=[CH:31][CH:30]=1)[CH:7]=[CH:6]2.Cl.CCOCC.B(Br)(Br)Br.C(=O)(O)[O-].[Na+]. (5) Given the product [CH:1]1([C:6]([C:8]2[CH:13]=[C:12]([CH3:14])[CH:11]=[CH:10][C:9]=2[NH:15][C:16]([NH:17][C:18]2[S:19][CH:20]=[C:21]([CH2:23][CH2:24][S:37][C:33]3[N:32]([CH3:31])[CH:36]=[CH:35][N:34]=3)[N:22]=2)=[O:30])=[O:7])[CH2:2][CH2:3][CH2:4][CH2:5]1, predict the reactants needed to synthesize it. The reactants are: [CH:1]1([C:6]([C:8]2[CH:13]=[C:12]([CH3:14])[CH:11]=[CH:10][C:9]=2[NH:15][C:16](=[O:30])[NH:17][C:18]2[S:19][CH:20]=[C:21]([CH2:23][CH2:24]OS(C)(=O)=O)[N:22]=2)=[O:7])[CH2:5][CH2:4][CH2:3][CH2:2]1.[CH3:31][N:32]1[CH:36]=[CH:35][N:34]=[C:33]1[SH:37]. (6) Given the product [CH2:13]([C:15]1[S:52][C:18]2[N:19]([CH2:36][C:37]3[CH:42]=[CH:41][C:40]([C:43]4[CH:48]=[C:47]([CH3:49])[CH:46]=[CH:45][C:44]=4[C:50]4[NH:3][C:4](=[O:7])[O:5][N:51]=4)=[CH:39][CH:38]=3)[C:20](=[O:35])[N:21]([CH2:24][C:25]([C:27]3[CH:32]=[CH:31][C:30]([O:33][CH3:34])=[CH:29][CH:28]=3)=[O:26])[C:22](=[O:23])[C:17]=2[CH:16]=1)[CH3:14], predict the reactants needed to synthesize it. The reactants are: [Cl-].O[NH3+:3].[C:4](=[O:7])([O-])[OH:5].[Na+].CS(C)=O.[CH2:13]([C:15]1[S:52][C:18]2[N:19]([CH2:36][C:37]3[CH:42]=[CH:41][C:40]([C:43]4[C:44]([C:50]#[N:51])=[CH:45][CH:46]=[C:47]([CH3:49])[CH:48]=4)=[CH:39][CH:38]=3)[C:20](=[O:35])[N:21]([CH2:24][C:25]([C:27]3[CH:32]=[CH:31][C:30]([O:33][CH3:34])=[CH:29][CH:28]=3)=[O:26])[C:22](=[O:23])[C:17]=2[CH:16]=1)[CH3:14].